From a dataset of M1 muscarinic receptor antagonist screen with 61,756 compounds. Binary Classification. Given a drug SMILES string, predict its activity (active/inactive) in a high-throughput screening assay against a specified biological target. (1) The drug is O(CC(O)CN)c1cc2OCOc2cc1. The result is 0 (inactive). (2) The drug is O(c1nc(OCC#C)nc(OCC#C)n1)CC#C. The result is 0 (inactive). (3) The molecule is Clc1cc(C(=O)Nn2c(=O)c3c(nc2)cccc3)c(OC)cc1. The result is 0 (inactive). (4) The compound is S1(=O)(=O)N=C(NC(C(=O)N2CCN(CC2)c2ccc(OC)cc2)CCSC)c2c1cccc2. The result is 0 (inactive). (5) The molecule is O=C(NCCc1n(c2c(n1)cccc2)C)C(C)(C)C. The result is 0 (inactive).